Dataset: Reaction yield outcomes from USPTO patents with 853,638 reactions. Task: Predict the reaction yield, written as a fraction of the theoretical maximum amount of product (1.0 means a 100% yield; for example, 0.34 means a 34% yield). (1) The reactants are [CH3:1][O:2][C:3]1[CH:4]=[C:5]2[C:10](=[CH:11][C:12]=1[O:13][CH3:14])[N:9]=[CH:8][CH:7]=[C:6]2[O:15][C:16]1[C:22]([CH3:23])=[CH:21][C:19]([NH2:20])=[C:18]([CH3:24])[CH:17]=1.Cl[C:26](Cl)([O:28][C:29](=[O:35])OC(Cl)(Cl)Cl)Cl.[CH:37]1(CO)[CH2:41][CH2:40][CH2:39][CH2:38]1.C(=O)(O)[O-].[Na+]. The catalyst is C(Cl)Cl.C(N(CC)CC)C.C1(C)C=CC=CC=1. The product is [CH3:1][O:2][C:3]1[CH:4]=[C:5]2[C:10](=[CH:11][C:12]=1[O:13][CH3:14])[N:9]=[CH:8][CH:7]=[C:6]2[O:15][C:16]1[C:22]([CH3:23])=[CH:21][C:19]([NH:20][C:29](=[O:35])[O:28][CH2:26][CH:37]2[CH2:41][CH2:40][CH2:39][CH2:38]2)=[C:18]([CH3:24])[CH:17]=1. The yield is 0.850. (2) The reactants are [C:1]([O:5][C:6]([NH:8][C:9]1[CH:10]=[C:11]([C:15]([NH:17][C:18]2[N:19]=[C:20]([C:24]([NH:26][C:27]3[CH:28]=[C:29]([C:33]([NH:35][C:36]4[CH:37]=[C:38]([C:42]([OH:44])=O)[N:39]([CH3:41])[CH:40]=4)=[O:34])[N:30]([CH3:32])[CH:31]=3)=[O:25])[N:21]([CH3:23])[CH:22]=2)=[O:16])[N:12]([CH3:14])[CH:13]=1)=[O:7])([CH3:4])([CH3:3])[CH3:2].Cl.[N:46]1[CH:51]=[CH:50][CH:49]=[CH:48][C:47]=1[S:52][S:53][CH2:54][CH2:55][NH2:56].CCN(C(C)C)C(C)C.C(Cl)CCl. The catalyst is CC(N(C)C)=O. The product is [CH3:14][N:12]1[C:11]([C:15](=[O:16])[NH:17][C:18]2[N:19]=[C:20]([C:24](=[O:25])[NH:26][C:27]3[CH:28]=[C:29]([C:33](=[O:34])[NH:35][C:36]4[CH:37]=[C:38]([C:42](=[O:44])[NH:56][CH2:55][CH2:54][S:53][S:52][C:47]5[CH:48]=[CH:49][CH:50]=[CH:51][N:46]=5)[N:39]([CH3:41])[CH:40]=4)[N:30]([CH3:32])[CH:31]=3)[N:21]([CH3:23])[CH:22]=2)=[CH:10][C:9]([NH:8][C:6](=[O:7])[O:5][C:1]([CH3:2])([CH3:3])[CH3:4])=[CH:13]1. The yield is 0.680. (3) The reactants are [C:1]([C:3]1[C:4]([CH:17]=[O:18])=[CH:5][C:6]2[C:7]([CH3:16])([CH3:15])[CH2:8][CH2:9][C:10]([CH3:14])([CH3:13])[C:11]=2[CH:12]=1)#[CH:2].Br[C:20]1[N:25]=[CH:24][CH:23]=[CH:22][N:21]=1.C(N(CC)CC)C. The catalyst is CN(C)C=O.Cl[Pd](Cl)([P](C1C=CC=CC=1)(C1C=CC=CC=1)C1C=CC=CC=1)[P](C1C=CC=CC=1)(C1C=CC=CC=1)C1C=CC=CC=1. The product is [CH3:14][C:10]1([CH3:13])[CH2:9][CH2:8][C:7]([CH3:16])([CH3:15])[C:6]2[CH:5]=[C:4]([CH:17]=[O:18])[C:3]([C:1]#[C:2][C:20]3[N:25]=[CH:24][CH:23]=[CH:22][N:21]=3)=[CH:12][C:11]1=2. The yield is 0.700.